From a dataset of Peptide-MHC class I binding affinity with 185,985 pairs from IEDB/IMGT. Regression. Given a peptide amino acid sequence and an MHC pseudo amino acid sequence, predict their binding affinity value. This is MHC class I binding data. (1) The peptide sequence is AVLEDSVAK. The MHC is HLA-A03:01 with pseudo-sequence HLA-A03:01. The binding affinity (normalized) is 0.435. (2) The peptide sequence is QRLLRARGETY. The MHC is Mamu-B17 with pseudo-sequence Mamu-B17. The binding affinity (normalized) is 0.227. (3) The peptide sequence is GYVIGCYGSL. The MHC is Patr-A0701 with pseudo-sequence Patr-A0701. The binding affinity (normalized) is 0.279. (4) The peptide sequence is SALALGHPA. The MHC is H-2-Kb with pseudo-sequence H-2-Kb. The binding affinity (normalized) is 0.140.